This data is from Forward reaction prediction with 1.9M reactions from USPTO patents (1976-2016). The task is: Predict the product of the given reaction. (1) Given the reactants [CH3:1][O:2][C:3]1[CH:20]=[CH:19][C:6]([CH2:7][O:8][C:9]2[C:10]([C:15]([O:17]C)=[O:16])=[N:11][CH:12]=[CH:13][CH:14]=2)=[CH:5][CH:4]=1.[Li+].[OH-].C(O)(=O)C, predict the reaction product. The product is: [CH3:1][O:2][C:3]1[CH:4]=[CH:5][C:6]([CH2:7][O:8][C:9]2[C:10]([C:15]([OH:17])=[O:16])=[N:11][CH:12]=[CH:13][CH:14]=2)=[CH:19][CH:20]=1. (2) Given the reactants Br[CH2:2][C:3]([O:5][C:6]([CH3:9])([CH3:8])[CH3:7])=[O:4].[NH:10]1[CH2:21][CH2:20][NH:19][CH2:18][CH2:17][NH:16][CH2:15][CH2:14][NH:13][CH2:12][CH2:11]1, predict the reaction product. The product is: [CH3:7][C:6]([O:5][C:3](=[O:4])[CH2:2][N:10]1[CH2:21][CH2:20][NH:19][CH2:18][CH2:17][NH:16][CH2:15][CH2:14][NH:13][CH2:12][CH2:11]1)([CH3:9])[CH3:8]. (3) Given the reactants [NH:1]1[CH:5]=[C:4]([B:6]2[O:14][C:11]([CH3:13])([CH3:12])[C:8]([CH3:10])([CH3:9])[O:7]2)[CH:3]=[N:2]1.C[Si]([N-][Si](C)(C)C)(C)C.[Na+].Cl[CH2:26][CH:27]([OH:31])[CH2:28][O:29][CH3:30].C(N(CC)CC)C, predict the reaction product. The product is: [CH3:30][O:29][CH2:28][CH:27]([OH:31])[CH2:26][N:2]1[CH:3]=[C:4]([B:6]2[O:7][C:8]([CH3:9])([CH3:10])[C:11]([CH3:13])([CH3:12])[O:14]2)[CH:5]=[N:1]1. (4) Given the reactants Cl[C:2](Cl)([O:4]C(=O)OC(Cl)(Cl)Cl)Cl.[NH2:13][C:14]1[C:19]2[NH:20][C:21]([CH2:30][NH:31][C:32](=[O:34])[CH3:33])([C:24]3[CH:29]=[CH:28][CH:27]=[CH:26][N:25]=3)[CH2:22][O:23][C:18]=2[CH:17]=[CH:16][CH:15]=1.C(N(CC)C(C)C)(C)C, predict the reaction product. The product is: [O:4]=[C:2]1[N:20]2[C:21]([CH2:30][NH:31][C:32](=[O:34])[CH3:33])([C:24]3[CH:29]=[CH:28][CH:27]=[CH:26][N:25]=3)[CH2:22][O:23][C:18]3=[C:19]2[C:14](=[CH:15][CH:16]=[CH:17]3)[NH:13]1. (5) Given the reactants [CH2:1]([SH:8])[C:2]1[CH:7]=[CH:6][CH:5]=[CH:4][CH:3]=1.[H-].[Na+].[N:11]12[CH2:18][CH2:17][CH:14]([CH2:15][CH2:16]1)[C@H:13](OS(C)(=O)=O)[CH2:12]2, predict the reaction product. The product is: [CH2:1]([S:8][C@@H:13]1[CH:14]2[CH2:17][CH2:18][N:11]([CH2:16][CH2:15]2)[CH2:12]1)[C:2]1[CH:7]=[CH:6][CH:5]=[CH:4][CH:3]=1. (6) Given the reactants [Br:1][CH2:2][C:3]([C:5]1[C:10]([CH3:11])=[CH:9][CH:8]=[CH:7][N:6]=1)=[O:4].[BH4-].[Na+].Cl, predict the reaction product. The product is: [Br:1][CH2:2][CH:3]([C:5]1[C:10]([CH3:11])=[CH:9][CH:8]=[CH:7][N:6]=1)[OH:4]. (7) Given the reactants Br[C:2]1[CH:3]=[N:4][C:5]2[N:6]([CH:8]=[C:9]([CH2:11][O:12][C:13]3[CH:18]=[CH:17][C:16]([F:19])=[CH:15][CH:14]=3)[N:10]=2)[CH:7]=1.[NH2:20][C:21]1[CH:26]=[C:25]([F:27])[C:24]([F:28])=[CH:23][C:22]=1B(O)O, predict the reaction product. The product is: [F:28][C:24]1[C:25]([F:27])=[CH:26][C:21]([NH2:20])=[C:22]([C:2]2[CH:3]=[N:4][C:5]3[N:6]([CH:8]=[C:9]([CH2:11][O:12][C:13]4[CH:18]=[CH:17][C:16]([F:19])=[CH:15][CH:14]=4)[N:10]=3)[CH:7]=2)[CH:23]=1. (8) Given the reactants Cl[C:2]1[N:7]=[C:6]([C:8]2([S:21]([CH2:24][CH3:25])(=[O:23])=[O:22])[CH2:13][CH2:12][N:11](C(OC(C)(C)C)=O)[CH2:10][CH2:9]2)[CH:5]=[C:4]([N:26]2[CH2:31][CH2:30][O:29][CH2:28][C@H:27]2[CH3:32])[N:3]=1.C(=O)([O-])[O-].[Na+].[Na+].[NH:39]1[C:47]2[C:42](=[C:43](B(O)O)[CH:44]=[CH:45][CH:46]=2)[CH:41]=[CH:40]1, predict the reaction product. The product is: [CH2:24]([S:21]([C:8]1([C:6]2[CH:5]=[C:4]([N:26]3[CH2:31][CH2:30][O:29][CH2:28][C@H:27]3[CH3:32])[N:3]=[C:2]([C:43]3[CH:44]=[CH:45][CH:46]=[C:47]4[C:42]=3[CH:41]=[CH:40][NH:39]4)[N:7]=2)[CH2:13][CH2:12][NH:11][CH2:10][CH2:9]1)(=[O:22])=[O:23])[CH3:25]. (9) Given the reactants COC1C=CC(C[N:8]2[CH:12]=[C:11]([C:13]3[CH:14]=[C:15]4[N:20]([C:21]5[CH:22]=[C:23]([NH:28][C:29](=[O:40])[C:30]6[CH:35]=[CH:34][CH:33]=[C:32]([C:36]([F:39])([F:38])[F:37])[CH:31]=6)[CH:24]=[CH:25][C:26]=5[CH3:27])[CH:19]=[CH:18][N:16]4[N:17]=3)[CH:10]=[N:9]2)=CC=1, predict the reaction product. The product is: [CH3:27][C:26]1[CH:25]=[CH:24][C:23]([NH:28][C:29](=[O:40])[C:30]2[CH:35]=[CH:34][CH:33]=[C:32]([C:36]([F:37])([F:38])[F:39])[CH:31]=2)=[CH:22][C:21]=1[N:20]1[C:15]2[N:16]([N:17]=[C:13]([C:11]3[CH:12]=[N:8][NH:9][CH:10]=3)[CH:14]=2)[CH:18]=[CH:19]1.